Dataset: Full USPTO retrosynthesis dataset with 1.9M reactions from patents (1976-2016). Task: Predict the reactants needed to synthesize the given product. Given the product [CH3:8][CH2:9][CH2:2][CH:3]([CH3:6])[CH3:4].[NH2:11][C:2]1[C:9]([F:10])=[CH:8][CH:7]=[CH:6][C:3]=1[C:4]#[N:5], predict the reactants needed to synthesize it. The reactants are: F[C:2]1[C:9]([F:10])=[CH:8][CH:7]=[CH:6][C:3]=1[C:4]#[N:5].[NH3:11].